Dataset: Full USPTO retrosynthesis dataset with 1.9M reactions from patents (1976-2016). Task: Predict the reactants needed to synthesize the given product. (1) Given the product [F:24][C:25]([F:38])([F:39])[C:26]1[CH:27]=[C:28]([CH:31]=[C:32]([C:34]([F:37])([F:35])[F:36])[CH:33]=1)[CH2:29][NH:30][CH2:20][C:11]1[CH:12]=[C:13]([C:16]([F:17])([F:18])[F:19])[CH:14]=[CH:15][C:10]=1[C:8]1[CH:9]=[C:4]([CH:1]([CH3:3])[CH3:2])[CH:5]=[CH:6][C:7]=1[O:22][CH3:23], predict the reactants needed to synthesize it. The reactants are: [CH:1]([C:4]1[CH:5]=[CH:6][C:7]([O:22][CH3:23])=[C:8]([C:10]2[C:11]([CH:20]=O)=[CH:12][C:13]([C:16]([F:19])([F:18])[F:17])=[CH:14][CH:15]=2)[CH:9]=1)([CH3:3])[CH3:2].[F:24][C:25]([F:39])([F:38])[C:26]1[CH:27]=[C:28]([CH:31]=[C:32]([C:34]([F:37])([F:36])[F:35])[CH:33]=1)[CH2:29][NH2:30].C(O)(=O)C.C(=O)(O)[O-].[Na+]. (2) The reactants are: Cl.[NH:2]1[CH2:6][CH2:5][C@@H:4]([NH:7][C:8]([C:10]2[C:14]3[N:15]=[CH:16][N:17]=[C:18]([C:19]4[C:27]5[O:26][CH2:25][O:24][C:23]=5[CH:22]=[CH:21][C:20]=4[O:28][CH2:29][CH:30]4[CH2:32][CH2:31]4)[C:13]=3[NH:12][CH:11]=2)=[O:9])[CH2:3]1.[CH:33]1([C:36](Cl)=[O:37])[CH2:35][CH2:34]1. Given the product [CH:33]1([C:36]([N:2]2[CH2:6][CH2:5][C@@H:4]([NH:7][C:8]([C:10]3[C:14]4[N:15]=[CH:16][N:17]=[C:18]([C:19]5[C:27]6[O:26][CH2:25][O:24][C:23]=6[CH:22]=[CH:21][C:20]=5[O:28][CH2:29][CH:30]5[CH2:32][CH2:31]5)[C:13]=4[NH:12][CH:11]=3)=[O:9])[CH2:3]2)=[O:37])[CH2:35][CH2:34]1, predict the reactants needed to synthesize it. (3) Given the product [N:37]1[CH:35]=[CH:34][CH:33]=[C:32]([CH2:31][CH2:36][C:28]([N:16]2[CH2:15][CH2:14][C:13]3[C:18](=[CH:19][CH:20]=[C:11]([C:9]([NH:8][O:7][CH:2]4[CH2:3][CH2:4][CH2:5][CH2:6][O:1]4)=[O:10])[CH:12]=3)[CH2:17]2)=[O:29])[CH:41]=1, predict the reactants needed to synthesize it. The reactants are: [O:1]1[CH2:6][CH2:5][CH2:4][CH2:3][CH:2]1[O:7][NH:8][C:9]([C:11]1[CH:12]=[C:13]2[C:18](=[CH:19][CH:20]=1)[CH2:17][NH:16][CH2:15][CH2:14]2)=[O:10].N1C=CC=C(C[C:28](O)=[O:29])C=1.[CH:31]1[CH:32]=[CH:33][C:34]2N(O)N=[N:37][C:35]=2[CH:36]=1.[CH2:41](Cl)CCl. (4) Given the product [N+:23]([C:20]1[CH:19]=[CH:18][C:17]([C:9]2[NH:8][C:16]3[C:11]([CH:10]=2)=[CH:12][CH:13]=[CH:14][CH:15]=3)=[CH:22][CH:21]=1)([O-:25])=[O:24], predict the reactants needed to synthesize it. The reactants are: C(OC([N:8]1[C:16]2[C:11](=[CH:12][CH:13]=[CH:14][CH:15]=2)[CH:10]=[C:9]1[C:17]1[CH:22]=[CH:21][C:20]([N+:23]([O-:25])=[O:24])=[CH:19][CH:18]=1)=O)(C)(C)C.C(=O)(O)[O-].[Na+]. (5) Given the product [Br:18][C:19]1[CH:20]=[C:21]2[C:3]([C:4]3[CH:11]=[CH:10][C:7]([C:8]#[N:9])=[CH:6][CH:5]=3)=[C:2]([C:12]3[CH:17]=[CH:16][CH:15]=[CH:14][CH:13]=3)[NH:25][C:22]2=[N:23][CH:24]=1, predict the reactants needed to synthesize it. The reactants are: O=[C:2]([C:12]1[CH:17]=[CH:16][CH:15]=[CH:14][CH:13]=1)[CH2:3][C:4]1[CH:11]=[CH:10][C:7]([C:8]#[N:9])=[CH:6][CH:5]=1.[Br:18][C:19]1[CH:20]=[CH:21][C:22]([NH:25]N)=[N:23][CH:24]=1. (6) Given the product [Br:1][C:2]1[CH:7]=[CH:6][C:5]([S:8]([F:13])(=[O:10])=[O:9])=[C:4]([F:12])[CH:3]=1, predict the reactants needed to synthesize it. The reactants are: [Br:1][C:2]1[CH:7]=[CH:6][C:5]([S:8](Cl)(=[O:10])=[O:9])=[C:4]([F:12])[CH:3]=1.[F-:13].C([N+](CCCC)(CCCC)CCCC)CCC.